Dataset: Catalyst prediction with 721,799 reactions and 888 catalyst types from USPTO. Task: Predict which catalyst facilitates the given reaction. (1) Reactant: [CH2:1]([NH:8][C:9]([CH3:13])([CH3:12])[CH2:10][OH:11])[C:2]1[CH:7]=[CH:6][CH:5]=[CH:4][CH:3]=1.[O:14]1[C:16]2([CH2:21][CH2:20][N:19]([C:22]([O:24][C:25]([CH3:28])([CH3:27])[CH3:26])=[O:23])[CH2:18][CH2:17]2)[CH2:15]1. Product: [CH2:1]([N:8]([CH2:15][C:16]1([OH:14])[CH2:17][CH2:18][N:19]([C:22]([O:24][C:25]([CH3:28])([CH3:27])[CH3:26])=[O:23])[CH2:20][CH2:21]1)[C:9]([CH3:13])([CH3:12])[CH2:10][OH:11])[C:2]1[CH:7]=[CH:6][CH:5]=[CH:4][CH:3]=1. The catalyst class is: 8. (2) Reactant: [Br:1][C:2]1[C:3](=[O:22])[C:4]([C:19]([OH:21])=O)=[CH:5][N:6]([CH:9]([C:11]2[CH:16]=[CH:15][C:14]([C:17]#[N:18])=[CH:13][CH:12]=2)[CH3:10])[C:7]=1[CH3:8].[CH3:23][N:24](C(ON1N=NC2C=CC=CC1=2)=[N+](C)C)C.F[P-](F)(F)(F)(F)F.CCN(C(C)C)C(C)C.CN. Product: [CH3:23][NH:24][C:19]([C:4]1[C:3](=[O:22])[C:2]([Br:1])=[C:7]([CH3:8])[N:6]([CH:9]([C:11]2[CH:12]=[CH:13][C:14]([C:17]#[N:18])=[CH:15][CH:16]=2)[CH3:10])[CH:5]=1)=[O:21]. The catalyst class is: 121.